Dataset: Reaction yield outcomes from USPTO patents with 853,638 reactions. Task: Predict the reaction yield, written as a fraction of the theoretical maximum amount of product (1.0 means a 100% yield; for example, 0.34 means a 34% yield). (1) The reactants are [N-]=[N+:2]=[N-:3].[Na+].CCCC(C)C.FC(F)(F)S(OS(C(F)(F)F)(=O)=O)(=O)=O.ClC1C=CC(C([CH:33]2[CH2:37][CH:36]([C:38]3[CH:43]=[CH:42][CH:41]=[C:40]([F:44])[CH:39]=3)[N:35]([C:45]3[CH:50]=[CH:49][C:48]([O:51][C:52]([F:55])([F:54])[F:53])=[CH:47][CH:46]=3)[C:34]2=[O:56])=O)=CC=1. The catalyst is [Br-].C([N+](CCCC)(CCCC)CCCC)CCC.[OH-].[Na+].C(#N)C.C(OCC)(=O)C. The product is [N+:2](=[C:33]1[CH2:37][C@H:36]([C:38]2[CH:43]=[CH:42][CH:41]=[C:40]([F:44])[CH:39]=2)[N:35]([C:45]2[CH:46]=[CH:47][C:48]([O:51][C:52]([F:55])([F:53])[F:54])=[CH:49][CH:50]=2)[C:34]1=[O:56])=[N-:3]. The yield is 0.700. (2) The reactants are [Cl:1][C:2]1[CH:3]=[C:4]([CH:27]=[CH:28][C:29]=1[F:30])[NH:5][C:6]1[C:15]2[C:10](=[CH:11][C:12]([O:22][CH2:23][CH2:24][CH2:25]Cl)=[CH:13][C:14]=2[O:16][CH:17]2[CH2:21][CH2:20][O:19][CH2:18]2)[N:9]=[CH:8][N:7]=1.[OH:31][CH:32]1[CH2:37][CH2:36][NH:35][CH2:34][CH2:33]1. No catalyst specified. The product is [Cl:1][C:2]1[CH:3]=[C:4]([CH:27]=[CH:28][C:29]=1[F:30])[NH:5][C:6]1[C:15]2[C:10](=[CH:11][C:12]([O:22][CH2:23][CH2:24][CH2:25][N:35]3[CH2:36][CH2:37][CH:32]([OH:31])[CH2:33][CH2:34]3)=[CH:13][C:14]=2[O:16][CH:17]2[CH2:21][CH2:20][O:19][CH2:18]2)[N:9]=[CH:8][N:7]=1. The yield is 0.780. (3) The reactants are [N+:1]([C:4]1[CH:5]=[N:6][CH:7]=[CH:8][C:9]=1[NH2:10])([O-:3])=[O:2].CC([O-])=O.[Na+].[Br:16]Br.C([O-])(O)=O.[Na+]. The catalyst is O.C(O)(=O)C. The product is [Br:16][C:8]1[CH:7]=[N:6][CH:5]=[C:4]([N+:1]([O-:3])=[O:2])[C:9]=1[NH2:10]. The yield is 0.770. (4) The reactants are [OH:1][C:2]1[CH:3]=[C:4]([CH:9]=[C:10]([N:12]([CH2:17][CH2:18][N:19]2[CH2:24][CH2:23][O:22][CH2:21][CH2:20]2)[S:13]([CH3:16])(=[O:15])=[O:14])[CH:11]=1)[C:5]([O:7]C)=[O:6].[OH-].[Na+].Cl. The catalyst is CO. The product is [OH:1][C:2]1[CH:3]=[C:4]([CH:9]=[C:10]([N:12]([CH2:17][CH2:18][N:19]2[CH2:20][CH2:21][O:22][CH2:23][CH2:24]2)[S:13]([CH3:16])(=[O:15])=[O:14])[CH:11]=1)[C:5]([OH:7])=[O:6]. The yield is 1.56.